Dataset: Reaction yield outcomes from USPTO patents with 853,638 reactions. Task: Predict the reaction yield, written as a fraction of the theoretical maximum amount of product (1.0 means a 100% yield; for example, 0.34 means a 34% yield). (1) The reactants are [C:1](Cl)(=[O:4])[CH:2]=[CH2:3].[CH2:6]([NH:10][C:11]1[CH:16]=[CH:15][C:14]([O:17][C:18]([F:21])([F:20])[F:19])=[CH:13][CH:12]=1)[CH2:7][CH:8]=[CH2:9].CCN(CC)CC. No catalyst specified. The product is [CH2:6]([N:10]([C:11]1[CH:16]=[CH:15][C:14]([O:17][C:18]([F:19])([F:20])[F:21])=[CH:13][CH:12]=1)[C:1](=[O:4])[CH:2]=[CH2:3])[CH2:7][CH:8]=[CH2:9]. The yield is 0.540. (2) The reactants are [C:1]([O:4][C@H:5]1[C@H:10]([N:11]=[C:12]=[S:13])[C@@H:9]([O:14][C:15](=[O:17])[CH3:16])[C@H:8]([O:18][C:19](=[O:21])[CH3:20])[C@@H:7]([CH2:22][O:23][C:24](=[O:26])[CH3:25])[O:6]1)(=[O:3])[CH3:2].[CH2:27]([NH:29][CH3:30])[CH3:28]. The catalyst is C(Cl)Cl. The product is [C:1]([O:4][C@H:5]1[C@H:10]([NH:11][C:12]([N:29]([CH2:27][CH3:28])[CH3:30])=[S:13])[C@@H:9]([O:14][C:15](=[O:17])[CH3:16])[C@H:8]([O:18][C:19](=[O:21])[CH3:20])[C@@H:7]([CH2:22][O:23][C:24](=[O:26])[CH3:25])[O:6]1)(=[O:3])[CH3:2]. The yield is 0.860. (3) The reactants are [C:1](Cl)(=[O:3])[CH3:2].[CH:5]1(CN)[CH2:10][CH2:9][CH2:8][CH2:7][CH2:6]1.O.[N:14]1C=CC=[CH:16][CH:15]=1. No catalyst specified. The product is [C:1]([N:14]([CH:5]1[CH2:6][CH2:7][CH2:8][CH2:9][CH2:10]1)[CH2:15][CH3:16])(=[O:3])[CH3:2]. The yield is 0.980. (4) The reactants are [NH2:1][C:2]1[CH:7]=[CH:6][CH:5]=[CH:4][CH:3]=1.[N:8]([O-])=O.[Na+].C([O-])(=O)C.[Na+].[C:17]([CH2:20][C:21](=[O:23])[CH3:22])(=[O:19])[CH3:18]. The catalyst is C(O)(=O)C.Cl.O.C(O)C. The yield is 0.670. The product is [C:2]1([NH:1][N:8]=[C:20]([C:21](=[O:23])[CH3:22])[C:17](=[O:19])[CH3:18])[CH:7]=[CH:6][CH:5]=[CH:4][CH:3]=1.